This data is from Catalyst prediction with 721,799 reactions and 888 catalyst types from USPTO. The task is: Predict which catalyst facilitates the given reaction. Reactant: [C:1]([C:6]1[CH:11]=[CH:10][CH:9]=[CH:8][CH:7]=1)(=O)[CH:2]([CH3:4])[CH3:3].C(O)=O.C(OCC)C.C([NH2:22])=O. Product: [CH3:3][CH:2]([CH3:4])[CH:1]([C:6]1[CH:11]=[CH:10][CH:9]=[CH:8][CH:7]=1)[NH2:22]. The catalyst class is: 6.